Dataset: Catalyst prediction with 721,799 reactions and 888 catalyst types from USPTO. Task: Predict which catalyst facilitates the given reaction. (1) Reactant: [CH3:1][O:2][C:3]1[C:4](=[O:35])[C:5]([CH3:34])=[C:6]([CH2:12][C:13]2[CH:14]=[CH:15][C:16]([O:30]C(=O)C)=[C:17]([CH:29]=2)[C:18]([NH:20][C:21]2[CH:26]=[CH:25][C:24]([C:27]#[N:28])=[CH:23][CH:22]=2)=[O:19])[C:7](=[O:11])[C:8]=1[O:9][CH3:10].C(=O)([O-])O.[Na+]. Product: [CH3:1][O:2][C:3]1[C:4](=[O:35])[C:5]([CH3:34])=[C:6]([CH2:12][C:13]2[CH:14]=[CH:15][C:16]([OH:30])=[C:17]([CH:29]=2)[C:18]([NH:20][C:21]2[CH:22]=[CH:23][C:24]([C:27]#[N:28])=[CH:25][CH:26]=2)=[O:19])[C:7](=[O:11])[C:8]=1[O:9][CH3:10]. The catalyst class is: 24. (2) Reactant: C[O:2][C:3]1[CH:4]=[C:5]2[C:9](=[CH:10][CH:11]=1)[CH2:8][CH:7]([NH2:12])[CH2:6]2.Br.OC1C=C2C(=CC=1)CC(N)C2.C([O-])([O-])=O.[K+].[K+].[CH3:31][C:32]([O:35][C:36](O[C:36]([O:35][C:32]([CH3:34])([CH3:33])[CH3:31])=[O:37])=[O:37])([CH3:34])[CH3:33].[NH4+].[Cl-]. Product: [C:36]([NH:12][CH:7]1[CH2:6][C:5]2[C:9](=[CH:10][CH:11]=[C:3]([OH:2])[CH:4]=2)[CH2:8]1)([O:35][C:32]([CH3:34])([CH3:33])[CH3:31])=[O:37]. The catalyst class is: 1.